Dataset: Forward reaction prediction with 1.9M reactions from USPTO patents (1976-2016). Task: Predict the product of the given reaction. (1) Given the reactants [Br:1][C:2]1[CH:3]=[C:4]([C:8]([C:10]2[CH:15]=[CH:14][C:13]([OH:16])=[CH:12][CH:11]=2)=[CH2:9])[CH:5]=[CH:6][CH:7]=1.C(N(CC)CC)C.[CH3:24][S:25](Cl)(=[O:27])=[O:26].C(OCC)(=O)C, predict the reaction product. The product is: [Br:1][C:2]1[CH:3]=[C:4]([C:8]([C:10]2[CH:11]=[CH:12][C:13]([O:16][S:25]([CH3:24])(=[O:27])=[O:26])=[CH:14][CH:15]=2)=[CH2:9])[CH:5]=[CH:6][CH:7]=1. (2) The product is: [O:1]=[C:2]([C:13]1[O:14][C:15]([C:18]2[CH:23]=[CH:22][CH:21]=[CH:20][N:19]=2)=[CH:16][N:17]=1)[CH2:3][CH2:4][CH2:5][CH2:6][C:7]#[C:8][C:28]1[CH:29]=[CH:30][C:25]([F:24])=[CH:26][CH:27]=1. Given the reactants [O:1]=[C:2]([C:13]1[O:14][C:15]([C:18]2[CH:23]=[CH:22][CH:21]=[CH:20][N:19]=2)=[CH:16][N:17]=1)[CH2:3][CH2:4][CH2:5][CH2:6][C:7]#[C:8][Si](C)(C)C.[F:24][C:25]1[CH:30]=[CH:29][C:28](I)=[CH:27][CH:26]=1, predict the reaction product.